From a dataset of Forward reaction prediction with 1.9M reactions from USPTO patents (1976-2016). Predict the product of the given reaction. (1) The product is: [C:6]([OH:8])(=[O:7])[C:5]1[CH:9]=[CH:10][CH:2]=[CH:3][CH:4]=1. Given the reactants N[C:2]1[CH:10]=[CH:9][C:5]([C:6]([OH:8])=[O:7])=[CH:4][CH:3]=1.[OH-].[Li+].BrC1C2=NOC3=C2C(C(=O)C2C3=CC=CC=2)=C(Br)C=1.CC(OC)(C)C, predict the reaction product. (2) Given the reactants [C:1]1([C:6]2([N:17]([CH3:19])[CH3:18])[CH2:16][CH2:15][C:9]3([C:13](=[O:14])[NH:12][CH2:11][CH2:10]3)[CH2:8][CH2:7]2)[CH2:5][CH2:4][CH2:3][CH:2]=1.[H][H], predict the reaction product. The product is: [CH:1]1([C:6]2([N:17]([CH3:19])[CH3:18])[CH2:16][CH2:15][C:9]3([C:13](=[O:14])[NH:12][CH2:11][CH2:10]3)[CH2:8][CH2:7]2)[CH2:5][CH2:4][CH2:3][CH2:2]1. (3) Given the reactants [C:1]([O:5][C:6](=[O:18])[NH:7][CH:8]([C:13]1[NH:17][N:16]=[N:15][N:14]=1)[CH2:9][C:10](=O)[NH2:11])([CH3:4])([CH3:3])[CH3:2].N1C=CC=CC=1.FC(F)(F)C(OC(=O)C(F)(F)F)=O.C(=O)(O)[O-].[Na+], predict the reaction product. The product is: [C:1]([O:5][C:6](=[O:18])[NH:7][CH:8]([C:13]1[NH:17][N:16]=[N:15][N:14]=1)[CH2:9][C:10]#[N:11])([CH3:4])([CH3:2])[CH3:3]. (4) Given the reactants [F:1][C:2]1[CH:7]=[CH:6][C:5]([O:8][CH3:9])=[CH:4][C:3]=1[C:10]1[C:15]([CH2:16][CH2:17][C:18]#[N:19])=[CH:14][C:13]([CH2:20][OH:21])=[CH:12][N:11]=1.N1C=CN=C1.[C:27]([Si:31]([CH3:34])([CH3:33])Cl)([CH3:30])([CH3:29])[CH3:28].[Cl-].[NH4+], predict the reaction product. The product is: [Si:31]([O:21][CH2:20][C:13]1[CH:14]=[C:15]([CH2:16][CH2:17][C:18]#[N:19])[C:10]([C:3]2[CH:4]=[C:5]([O:8][CH3:9])[CH:6]=[CH:7][C:2]=2[F:1])=[N:11][CH:12]=1)([C:27]([CH3:30])([CH3:29])[CH3:28])([CH3:34])[CH3:33]. (5) Given the reactants [C:1]([NH2:10])(=O)[C:2]1[C:3](=[CH:5][CH:6]=[CH:7][CH:8]=1)[OH:4].[C:11]([CH:14]([CH2:27][CH2:28][CH3:29])[C:15]([NH:17][C:18]1[CH:23]=[CH:22][C:21]([CH:24]([CH3:26])[CH3:25])=[CH:20][CH:19]=1)=[O:16])(=O)[CH3:12], predict the reaction product. The product is: [OH:4][C:3]1[CH:5]=[CH:6][CH:7]=[CH:8][C:2]=1[C:1]1[N:17]([C:18]2[CH:23]=[CH:22][C:21]([CH:24]([CH3:26])[CH3:25])=[CH:20][CH:19]=2)[C:15](=[O:16])[C:14]([CH2:27][CH2:28][CH3:29])=[C:11]([CH3:12])[N:10]=1. (6) Given the reactants [Cl:1][C:2]1[CH:3]=[C:4]([OH:9])[CH:5]=[CH:6][C:7]=1[F:8].[CH3:10][C:11]1[C:16]([N+:17]([O-:19])=[O:18])=[CH:15][CH:14]=[CH:13][C:12]=1[NH:20][C:21]([C:23]1([CH3:26])[CH2:25][O:24]1)=[O:22], predict the reaction product. The product is: [Cl:1][C:2]1[CH:3]=[C:4]([CH:5]=[CH:6][C:7]=1[F:8])[O:9][CH2:26][C:23]([OH:24])([CH3:25])[C:21]([NH:20][C:12]1[CH:13]=[CH:14][CH:15]=[C:16]([N+:17]([O-:19])=[O:18])[C:11]=1[CH3:10])=[O:22]. (7) Given the reactants C1(C)C=CC=CC=1.Br[C:9]1[CH:21]=[CH:20][C:12]([C:13]([O:15][C:16]([CH3:19])([CH3:18])[CH3:17])=[O:14])=[C:11]([NH:22][C:23]2[CH:28]=[CH:27][C:26]([F:29])=[CH:25][CH:24]=2)[CH:10]=1.CC1(C)C(C)(C)OB([C:38]2[C:47]3[C:42](=[CH:43][CH:44]=[CH:45][CH:46]=3)[CH:41]=[N:40][CH:39]=2)O1.C(=O)([O-])O.[Na+], predict the reaction product. The product is: [F:29][C:26]1[CH:27]=[CH:28][C:23]([NH:22][C:11]2[CH:10]=[C:9]([C:38]3[C:47]4[C:42](=[CH:43][CH:44]=[CH:45][CH:46]=4)[CH:41]=[N:40][CH:39]=3)[CH:21]=[CH:20][C:12]=2[C:13]([O:15][C:16]([CH3:19])([CH3:18])[CH3:17])=[O:14])=[CH:24][CH:25]=1. (8) Given the reactants [Br-:1].[Br-].[Br-].C1([N+](C)(C)C)C=CC=CC=1.C1([N+](C)(C)C)C=CC=CC=1.C1([N+](C)(C)C)C=CC=CC=1.[N+:34]([C:37]1[C:42]([OH:43])=[CH:41][CH:40]=[CH:39][N:38]=1)([O-:36])=[O:35].C(N(CC)CC)C.Cl.[O-]S([O-])(=S)=O.[Na+].[Na+], predict the reaction product. The product is: [Br:1][C:39]1[N:38]=[C:37]([N+:34]([O-:36])=[O:35])[C:42]([OH:43])=[CH:41][CH:40]=1. (9) Given the reactants Cl[C:2]1[N:7]=[C:6]([N:8]2[CH2:13][CH2:12][O:11][CH2:10][CH2:9]2)[C:5]([C:14]2[CH:15]=[C:16](/[CH:20]=[CH:21]/[C:22]([O-:24])=[O:23])[CH:17]=[CH:18][CH:19]=2)=[CH:4][N:3]=1.[NH2:25][C:26]1[CH:27]=[CH:28][C:29]([F:34])=[C:30]([CH2:32][OH:33])[CH:31]=1.[CH:35]1(P(C2CCCCC2)C2C=CC=CC=2C2C(C(C)C)=CC(C(C)C)=CC=2C(C)C)CCCC[CH2:36]1.C(=O)([O-])[O-].[Na+].[Na+], predict the reaction product. The product is: [F:34][C:29]1[CH:28]=[CH:27][C:26]([NH:25][C:2]2[N:7]=[C:6]([N:8]3[CH2:13][CH2:12][O:11][CH2:10][CH2:9]3)[C:5]([C:14]3[CH:15]=[C:16](/[CH:20]=[CH:21]/[C:22]([O:24][CH2:35][CH3:36])=[O:23])[CH:17]=[CH:18][CH:19]=3)=[CH:4][N:3]=2)=[CH:31][C:30]=1[CH2:32][OH:33].